From a dataset of Drug-induced liver injury (DILI) classification data. Regression/Classification. Given a drug SMILES string, predict its toxicity properties. Task type varies by dataset: regression for continuous values (e.g., LD50, hERG inhibition percentage) or binary classification for toxic/non-toxic outcomes (e.g., AMES mutagenicity, cardiotoxicity, hepatotoxicity). Dataset: dili. (1) The drug is Clc1ccccc1CN1CCc2sccc2C1. The result is 1 (causes liver injury). (2) The compound is Nc1ccn(C2CSC(CO)O2)c(=O)n1. The result is 1 (causes liver injury). (3) The result is 1 (causes liver injury). The compound is Cc1cn(C2C=CC(CO)O2)c(=O)[nH]c1=O. (4) The drug is NC(=O)N1c2ccccc2C=Cc2ccccc21. The result is 1 (causes liver injury). (5) The compound is CC12CCC(=O)C=C1CCC1C2C(O)CC2(C)C1CCC2(O)C(=O)CO. The result is 0 (no liver injury). (6) The drug is CC(C)C(=O)Nc1ccc([N+](=O)[O-])c(C(F)(F)F)c1. The result is 1 (causes liver injury). (7) The drug is Cn1nnnc1SCC1=C(C(=O)O)N2C(=O)C(NC(=O)C(O)c3ccccc3)C2SC1. The result is 1 (causes liver injury).